This data is from Drug-target binding data from BindingDB using Ki measurements. The task is: Regression. Given a target protein amino acid sequence and a drug SMILES string, predict the binding affinity score between them. We predict pKi (pKi = -log10(Ki in M); higher means stronger inhibition). Dataset: bindingdb_ki. (1) The pKi is 9.7. The target protein (Q02108) has sequence MFCTKLKDLKITGECPFSLLAPGQVPNESSEEAAGSSESCKATVPICQDIPEKNIQESLPQRKTSRSRVYLHTLAESICKLIFPEFERLNVALQRTLAKHKIKESRKSLEREDFEKTIAEQAVAAGVPVEVIKESLGEEVFKICYEEDENILGVVGGTLKDFLNSFSTLLKQSSHCQEAGKRGRLEDASILCLDKEDDFLHVYYFFPKRTTSLILPGIIKAAAHVLYETEVEVSLMPPCFHNDCSEFVNQPYLLYSVHMKSTKPSLSPSKPQSSLVIPTSLFCKTFPFHFMFDKDMTILQFGNGIRRLMNRRDFQGKPNFEEYFEILTPKINQTFSGIMTMLNMQFVVRVRRWDNSVKKSSRVMDLKGQMIYIVESSAILFLGSPCVDRLEDFTGRGLYLSDIPIHNALRDVVLIGEQARAQDGLKKRLGKLKATLEQAHQALEEEKKKTVDLLCSIFPCEVAQQLWQGQVVQAKKFSNVTMLFSDIVGFTAICSQCSPL.... The drug is CC(C)(Cc1csc([C@]2(C)C(=O)Nc3nc(-c4nn(CC5CCCC5)c5ncccc45)nc(N)c32)n1)C(=O)O. (2) The compound is COC(=O)[C@]12CCC(C)(C)C[C@H]1C1=CC(=O)[C@@H]3[C@@]4(C)CC[C@H](O)C(C)(C)[C@@H]4CC[C@@]3(C)[C@]1(C)CC2. The target protein sequence is MSHHWGYGKHNGPEHWHKDFPIANGERQSPVDIDTKAVVQDPALKPLALVYGEATSRRMVNNGHSFNVEYDDSQDKAVLKDGPLTGTYRLVQFHFHWGSSDDQGSEHTVDRKKYAAELHLVHWNTKYGDFGTAAQQPDGLAVVGVFLKVGDANPALQKVLDALDSIKTKGKSTDFPNFDPGSLLPNVLDYWTYPGSLTTPPLLESVTWIVLKEPISVSSQQMLKFRTLNFNAEGEPELLMLANWRPAQPLKNRQVRGFPK. The pKi is 4.3. (3) The small molecule is C[C@H](NC(=O)[C@@H](CO)NS(=O)(=O)Cc1cccc(C(=O)O)c1)C(=O)NCc1ccc(C(=N)N)cc1. The target protein (P49616) has sequence MGLLRRRLLLLVVVVTTCVPASQGLRCIQCESNQDCLVEECALGQDLCRTTVLREWEDAEELEVVTRGCAHKEKTNRTMSYRMGSVIVSLTETVCATNLCNRPRPGARGRPFPRGRYLECASCTSLDQSCERGREQSLQCRYPTEHCIEVVTLQSTERSVKDEPYTKGCGSLPGCPGTAGFHSNQTFHFLKCCNFTQCNGGPVLDLQSLPPNGFQCYSCEGNSTFGCSYEETSLIDCRGPMNQCLEATGLDVLGNRSYTVRGCATASWCQGSHVADSFQTHVNLSISCCNGSGCNRPTGGAPGPGPAHLILIASLLLTLRLWGIPLWT. The pKi is 7.5. (4) The compound is Oc1ccc(-c2cc(Oc3cccc(O)c3)ccn2)cc1. The target protein sequence is MPCCEVITNVNLPDDNVQSTLSQIENAISDVMGKPLGYIMSNYDYQKNLRFGGSNEAYCFVRITSIGGINRSNNSALADQITKLLVSNLNVKSRRIYVEFRDCSAQNFAFSGSLFG. The pKi is 5.5. (5) The small molecule is CC(/C=C/C1=C(c2cc(C(C)C)cc(C(C)C)c2OCC(F)F)CCC1)=C\C(=O)O. The target protein (Q5BJR8) has sequence MYGNYSHFMKFPTGFGGSPGHTGSTSMSPSVALPTGKPMDSHPSYTDTPVSAPRTLSAVGTPLNALGSPYRVITSAMGPPSGALAAPPGINLVVPPSSQLNVVNSVSSSEDIKPLPGLPGIGNMNYPSTSPGSLVKHICAICGDRSSGKHYGVYSCEGCKGFFKRTIRKDLIYTCRDNKDCLIDKRQRNRCQYCRYQKCLVMGMKREAVQEERQRSRERAESEAECASTGHEDMPVERILEAELAVEPKTESYGDMSVESSTNDPVTNICHAADKQLFTLVEWAKRIPHFSDLTLEDQVILLRAGWNELLIASFSHRSVSVQDGILLATGLHVHRSSAHSAGVGSIFDRVLTELVSKMKDMRMDKSELGCLRAIVLFNPDAKGLSNPSEVETLREKVYATLEAYTKQKYPEQPGRFAKLLLRLPALRSIGLKCLEHLFFFKLIGDTPIDTFLMEMLETPLQIT. The pKi is 8.7. (6) The drug is COc1ccc2c(c1)C(CN(C)C)(C1(O)CCCCC1)C2. The target is MLLARMKPQVQPELGGADQ. The pKi is 6.8.